From a dataset of Catalyst prediction with 721,799 reactions and 888 catalyst types from USPTO. Predict which catalyst facilitates the given reaction. (1) Reactant: C[Al](C)C.[CH2:5]([NH2:8])[CH2:6][NH2:7].C(O[C:12](=O)[CH2:13][NH:14][C:15]1[CH:20]=[CH:19][C:18]([Br:21])=[C:17]([Cl:22])[CH:16]=1)C. Product: [Br:21][C:18]1[CH:19]=[CH:20][C:15]([NH:14][CH2:13][C:12]2[NH:7][CH2:6][CH2:5][N:8]=2)=[CH:16][C:17]=1[Cl:22]. The catalyst class is: 11. (2) Reactant: [CH3:1][CH:2]([CH3:5])[CH2:3]O.[CH2:6]([C:8]1[CH:14]=[CH:13][C:11]([NH2:12])=[CH:10][CH:9]=1)[CH3:7].[I-].[K+]. Product: [CH2:6]([C:8]1[CH:14]=[CH:13][C:11]([NH:12][CH2:1][CH:2]([CH3:5])[CH3:3])=[CH:10][CH:9]=1)[CH3:7]. The catalyst class is: 229. (3) Reactant: [NH2:1][CH:2]([CH2:33][C:34]1[CH:39]=[CH:38][C:37]([F:40])=[CH:36][CH:35]=1)[C:3]([N:5]1[CH2:10][CH2:9][N:8]([CH:11]([C:23](=[O:26])[NH:24][CH3:25])[CH2:12][C:13]2[CH:22]=[CH:21][C:20]3[C:15](=[CH:16][CH:17]=[CH:18][CH:19]=3)[CH:14]=2)[CH2:7][CH:6]1[CH2:27][CH2:28][O:29][C:30](=[O:32])[CH3:31])=[O:4].[OH:41][C:42]1[C:50]2N=NN[C:46]=2[CH:45]=[CH:44][CH:43]=1.C[N:52]1[CH2:57][CH2:56][O:55][CH2:54][CH2:53]1.[CH3:58]N(C)CCCN=C=NCC.[OH2:69]. Product: [C:53]([NH:52][CH:57]([CH2:58][C:50]1[CH:46]=[CH:45][CH:44]=[CH:43][C:42]=1[OH:41])[C:56]([NH:1][CH:2]([CH2:33][C:34]1[CH:39]=[CH:38][C:37]([F:40])=[CH:36][CH:35]=1)[C:3]([N:5]1[CH2:10][CH2:9][N:8]([CH:11]([C:23](=[O:26])[NH:24][CH3:25])[CH2:12][C:13]2[CH:22]=[CH:21][C:20]3[C:15](=[CH:16][CH:17]=[CH:18][CH:19]=3)[CH:14]=2)[CH2:7][CH:6]1[CH2:27][CH2:28][O:29][C:30](=[O:32])[CH3:31])=[O:4])=[O:55])(=[O:69])[CH3:54]. The catalyst class is: 3. (4) Reactant: [Cl:1][C:2]1[CH:3]=[C:4]([CH:6]=[C:7]([Cl:10])[C:8]=1[CH3:9])N.N([O-])=O.[Na+].[BrH:15]. Product: [Br:15][C:4]1[CH:6]=[C:7]([Cl:10])[C:8]([CH3:9])=[C:2]([Cl:1])[CH:3]=1. The catalyst class is: 6. (5) Reactant: [CH2:1]([O:8][CH:9]1[CH:16]2[CH:12]([O:13][C:14]([CH3:18])([CH3:17])[O:15]2)[O:11][C:10]1([CH2:38][OH:39])[C:19]([C:32]1[CH:37]=[CH:36][CH:35]=[CH:34][CH:33]=1)([C:26]1[CH:31]=[CH:30][CH:29]=[CH:28][CH:27]=1)[O:20][SiH2:21][C:22]([CH3:25])([CH3:24])[CH3:23])[C:2]1[CH:7]=[CH:6][CH:5]=[CH:4][CH:3]=1.CC(OI1(OC(C)=O)(OC(C)=O)OC(=O)C2C=CC=CC1=2)=O. Product: [CH2:1]([O:8][CH:9]1[CH:16]2[CH:12]([O:13][C:14]([CH3:17])([CH3:18])[O:15]2)[O:11][C:10]1([C:19]([C:26]1[CH:27]=[CH:28][CH:29]=[CH:30][CH:31]=1)([C:32]1[CH:37]=[CH:36][CH:35]=[CH:34][CH:33]=1)[O:20][SiH2:21][C:22]([CH3:25])([CH3:24])[CH3:23])[CH:38]=[O:39])[C:2]1[CH:3]=[CH:4][CH:5]=[CH:6][CH:7]=1. The catalyst class is: 2. (6) Reactant: CS([Cl:5])(=O)=O.[C:6]([O:10][C:11]([N:13]1[CH2:18][CH2:17][CH:16]([CH2:19][CH:20](O)[C:21]2[O:22][C:23]3[CH:28]=[CH:27][N:26]=[CH:25][C:24]=3[N:29]=2)[CH2:15][CH2:14]1)=[O:12])([CH3:9])([CH3:8])[CH3:7]. Product: [C:6]([O:10][C:11]([N:13]1[CH2:18][CH2:17][CH:16]([CH2:19][CH:20]([Cl:5])[C:21]2[O:22][C:23]3[CH:28]=[CH:27][N:26]=[CH:25][C:24]=3[N:29]=2)[CH2:15][CH2:14]1)=[O:12])([CH3:9])([CH3:8])[CH3:7]. The catalyst class is: 17. (7) Reactant: [C:1]([N:4]1[CH2:9][CH2:8][C:7](=O)[CH2:6][CH2:5]1)(=[O:3])[CH3:2].[C:11]([O:15][C:16]([CH3:19])([CH3:18])[CH3:17])(=[O:14])[NH:12][NH2:13].C(O[BH-](OC(=O)C)OC(=O)C)(=O)C.[Na+].[OH-].[Na+]. Product: [C:1]([N:4]1[CH2:9][CH2:8][CH:7]([NH:13][NH:12][C:11]([O:15][C:16]([CH3:19])([CH3:18])[CH3:17])=[O:14])[CH2:6][CH2:5]1)(=[O:3])[CH3:2]. The catalyst class is: 478. (8) Reactant: [F:1][C:2]1[C:7]2[C:8]([CH3:16])=[C:9]([C:11](=[O:15])[CH:12]([CH3:14])[CH3:13])[O:10][C:6]=2[CH:5]=[CH:4][CH:3]=1.[BH4-].[Na+]. Product: [F:1][C:2]1[C:7]2[C:8]([CH3:16])=[C:9]([CH:11]([OH:15])[CH:12]([CH3:13])[CH3:14])[O:10][C:6]=2[CH:5]=[CH:4][CH:3]=1. The catalyst class is: 83. (9) Reactant: [CH3:1][O:2][C:3](=[O:12])[C:4]1[CH:9]=[CH:8][C:7]([OH:10])=[CH:6][C:5]=1[Cl:11].[H-].[Na+].S(OC)(O[CH3:19])(=O)=O. Product: [CH3:1][O:2][C:3](=[O:12])[C:4]1[CH:9]=[CH:8][C:7]([O:10][CH3:19])=[CH:6][C:5]=1[Cl:11]. The catalyst class is: 12. (10) Reactant: [Cl:1][C:2]1[CH:3]=[C:4]([CH:27]=[CH:28][C:29]=1[Cl:30])[O:5][CH:6]1[CH2:11][CH2:10][N:9]([CH2:12][C@H:13]([OH:26])[CH2:14][N:15]2C(=O)C3C(=CC=CC=3)C2=O)[CH2:8][CH2:7]1.O.NN. Product: [NH2:15][CH2:14][C@@H:13]([OH:26])[CH2:12][N:9]1[CH2:10][CH2:11][CH:6]([O:5][C:4]2[CH:27]=[CH:28][C:29]([Cl:30])=[C:2]([Cl:1])[CH:3]=2)[CH2:7][CH2:8]1. The catalyst class is: 8.